From a dataset of Full USPTO retrosynthesis dataset with 1.9M reactions from patents (1976-2016). Predict the reactants needed to synthesize the given product. (1) Given the product [CH2:7]([O:14][CH2:15][CH:16]1[CH2:17][C:20](=[O:21])[C:19]1([Cl:24])[Cl:18])[C:8]1[CH:13]=[CH:12][CH:11]=[CH:10][CH:9]=1, predict the reactants needed to synthesize it. The reactants are: COCCOC.[CH2:7]([O:14][CH2:15][CH:16]=[CH2:17])[C:8]1[CH:13]=[CH:12][CH:11]=[CH:10][CH:9]=1.[Cl:18][C:19]([Cl:24])(Cl)[C:20](Cl)=[O:21]. (2) Given the product [CH2:13]([O:20][C:21]1[C:26]([CH2:27][Cl:1])=[C:25]([CH2:29][CH3:30])[CH:24]=[C:23]([CH3:31])[N:22]=1)[C:14]1[CH:19]=[CH:18][CH:17]=[CH:16][CH:15]=1, predict the reactants needed to synthesize it. The reactants are: [Cl:1]NC(=O)CCC(N)=O.CSC.[CH2:13]([O:20][C:21]1[C:26]([CH2:27]O)=[C:25]([CH2:29][CH3:30])[CH:24]=[C:23]([CH3:31])[N:22]=1)[C:14]1[CH:19]=[CH:18][CH:17]=[CH:16][CH:15]=1. (3) Given the product [I:8][C:5]1[CH:6]=[CH:7][C:2]([C:11]#[C:10][C:9]([O:13][CH2:14][CH3:15])=[O:12])=[CH:3][CH:4]=1, predict the reactants needed to synthesize it. The reactants are: I[C:2]1[CH:7]=[CH:6][C:5]([I:8])=[CH:4][CH:3]=1.[C:9]([O:13][CH2:14][CH3:15])(=[O:12])[C:10]#[CH:11].